Dataset: Peptide-MHC class II binding affinity with 134,281 pairs from IEDB. Task: Regression. Given a peptide amino acid sequence and an MHC pseudo amino acid sequence, predict their binding affinity value. This is MHC class II binding data. (1) The peptide sequence is SQDLELEWNLNGLQAY. The MHC is DRB1_0802 with pseudo-sequence DRB1_0802. The binding affinity (normalized) is 0.442. (2) The peptide sequence is ARWVYFLTRMRNPTG. The MHC is HLA-DQA10501-DQB10201 with pseudo-sequence HLA-DQA10501-DQB10201. The binding affinity (normalized) is 0.0278. (3) The peptide sequence is DDSEPVLKGVKLHYT. The MHC is DRB1_0101 with pseudo-sequence DRB1_0101. The binding affinity (normalized) is 0.710. (4) The peptide sequence is EKKYFAAKQFEPLAA. The MHC is HLA-DPA10103-DPB10601 with pseudo-sequence HLA-DPA10103-DPB10601. The binding affinity (normalized) is 0.614.